This data is from Forward reaction prediction with 1.9M reactions from USPTO patents (1976-2016). The task is: Predict the product of the given reaction. (1) Given the reactants [CH3:1][CH:2]([OH:4])[CH3:3].C(N(CC)CC)C.[F:12][C:13]1[CH:14]=[CH:15][C:16]([C:19](F)=[O:20])=[N:17][CH:18]=1, predict the reaction product. The product is: [F:12][C:13]1[CH:14]=[CH:15][C:16]([C:19]([O:4][CH:2]([CH3:3])[CH3:1])=[O:20])=[N:17][CH:18]=1. (2) The product is: [OH:31][CH2:30][CH2:29][CH2:28][NH:27][C:24]([C:7]1[N:8]([CH2:12][C:13]2[CH:18]=[CH:17][CH:16]=[C:15]([O:19][C:20]([F:22])([F:23])[F:21])[CH:14]=2)[C:9]2[C:5]([CH:6]=1)=[CH:4][C:3]([C:1]#[N:2])=[CH:11][CH:10]=2)=[O:26]. Given the reactants [C:1]([C:3]1[CH:4]=[C:5]2[C:9](=[CH:10][CH:11]=1)[N:8]([CH2:12][C:13]1[CH:18]=[CH:17][CH:16]=[C:15]([O:19][C:20]([F:23])([F:22])[F:21])[CH:14]=1)[C:7]([C:24]([OH:26])=O)=[CH:6]2)#[N:2].[NH2:27][CH2:28][CH2:29][CH2:30][OH:31], predict the reaction product. (3) Given the reactants [OH-].[Li+].[CH3:3][O:4][C:5]1[CH:6]=[C:7]([CH:10]=[CH:11][C:12]=1[N:13]1[CH:17]=[C:16]([CH3:18])[N:15]=[CH:14]1)[CH:8]=O.[F:19][C:20]1[CH:21]=[C:22]([C@H:26]2[N:34]3[C@@H:29]([CH2:30][CH2:31][CH:32](P(=O)(OCC)OCC)[C:33]3=[O:35])[CH2:28][CH2:27]2)[CH:23]=[CH:24][CH:25]=1.C(O)C, predict the reaction product. The product is: [F:19][C:20]1[CH:21]=[C:22]([C@H:26]2[N:34]3[C@@H:29]([CH2:30][CH2:31]/[C:32](=[CH:8]\[C:7]4[CH:10]=[CH:11][C:12]([N:13]5[CH:17]=[C:16]([CH3:18])[N:15]=[CH:14]5)=[C:5]([O:4][CH3:3])[CH:6]=4)/[C:33]3=[O:35])[CH2:28][CH2:27]2)[CH:23]=[CH:24][CH:25]=1. (4) Given the reactants [NH:1]1[CH2:6][CH2:5][CH:4]([CH2:7][CH2:8][CH2:9][C:10]([O:12][CH2:13][CH3:14])=[O:11])[CH2:3][CH2:2]1.[CH3:15][NH:16][C:17]([N:19]1[C:27]2[C:22](=[CH:23][C:24]([O:28][C:29]3[CH:34]=[CH:33][N:32]=[C:31]([N:35](C(OC4C=CC=CC=4)=O)[C:36](=O)[O:37]C4C=CC=CC=4)[CH:30]=3)=[CH:25][CH:26]=2)[CH:21]=[CH:20]1)=[O:18], predict the reaction product. The product is: [CH3:15][NH:16][C:17]([N:19]1[C:27]2[C:22](=[CH:23][C:24]([O:28][C:29]3[CH:34]=[CH:33][N:32]=[C:31]([NH:35][C:36]([N:1]4[CH2:6][CH2:5][CH:4]([CH2:7][CH2:8][CH2:9][C:10]([O:12][CH2:13][CH3:14])=[O:11])[CH2:3][CH2:2]4)=[O:37])[CH:30]=3)=[CH:25][CH:26]=2)[CH:21]=[CH:20]1)=[O:18]. (5) Given the reactants Br[CH2:2][C:3]1[C:8]([Cl:9])=[CH:7][CH:6]=[CH:5][C:4]=1[Cl:10].[NH2:11][C:12]1[S:13][C:14]2[CH:20]=[C:19]([OH:21])[CH:18]=[CH:17][C:15]=2[N:16]=1.[OH-].[Na+].C(=O)([O-])O.[Na+], predict the reaction product. The product is: [Cl:10][C:4]1[CH:5]=[CH:6][CH:7]=[C:8]([Cl:9])[C:3]=1[CH2:2][O:21][C:19]1[CH:18]=[CH:17][C:15]2[N:16]=[C:12]([NH2:11])[S:13][C:14]=2[CH:20]=1. (6) Given the reactants Cl.C[O:3][CH:4](OC)[C:5]1[N:14]=[C:13]2[C:8]([CH2:9][CH2:10][CH2:11][N:12]2[C:15]2[CH:20]=[CH:19][CH:18]=[CH:17][CH:16]=2)=[CH:7][CH:6]=1.[OH-].[Na+], predict the reaction product. The product is: [C:15]1([N:12]2[C:13]3[N:14]=[C:5]([CH2:4][OH:3])[CH:6]=[CH:7][C:8]=3[CH2:9][CH2:10][CH2:11]2)[CH:16]=[CH:17][CH:18]=[CH:19][CH:20]=1. (7) Given the reactants [Cl:1][C:2]1[CH:3]=[C:4]([C:8]2[O:12][N:11]=[C:10]([CH:13]([OH:15])[CH3:14])[N:9]=2)[CH:5]=[CH:6][CH:7]=1.[C:16](OC=C)(=[O:18])[CH3:17], predict the reaction product. The product is: [C:16]([O:15][C@@H:13]([C:10]1[N:9]=[C:8]([C:4]2[CH:5]=[CH:6][CH:7]=[C:2]([Cl:1])[CH:3]=2)[O:12][N:11]=1)[CH3:14])(=[O:18])[CH3:17]. (8) Given the reactants Br[C:2]1[N:10]([CH2:11][C:12]2[CH:17]=[CH:16][CH:15]=[CH:14][C:13]=2[Cl:18])[C:9]2[C:8](=[O:19])[NH:7][C:6](=[O:20])[N:5]([CH3:21])[C:4]=2[N:3]=1.[C@@H:22]1([NH2:30])[CH2:28][CH2:27][CH2:26][CH2:25][CH2:24][C@@H:23]1[NH2:29], predict the reaction product. The product is: [NH2:29][C@H:23]1[CH2:24][CH2:25][CH2:26][CH2:27][CH2:28][C@H:22]1[NH:30][C:2]1[N:10]([CH2:11][C:12]2[CH:17]=[CH:16][CH:15]=[CH:14][C:13]=2[Cl:18])[C:9]2[C:8](=[O:19])[NH:7][C:6](=[O:20])[N:5]([CH3:21])[C:4]=2[N:3]=1.